This data is from Catalyst prediction with 721,799 reactions and 888 catalyst types from USPTO. The task is: Predict which catalyst facilitates the given reaction. (1) Reactant: [F:1][C:2]1[CH:7]=[CH:6][C:5]([CH2:8][N:9]([CH3:22])[C:10]([C:12]2[CH:17]=[CH:16][CH:15]=[C:14]([C:18]([O:20]C)=[O:19])[CH:13]=2)=[O:11])=[CH:4][C:3]=1[C:23]1[CH:28]=[CH:27][CH:26]=[C:25]([CH2:29][N:30]2[CH2:35][CH2:34][N:33]([C:36]([O:38][C:39]([CH3:42])([CH3:41])[CH3:40])=[O:37])[C@@H:32]([CH3:43])[CH2:31]2)[CH:24]=1.O[Li].O.CC(O)=O. The catalyst class is: 24. Product: [CH3:42][C:39]([O:38][C:36]([N:33]1[CH2:34][CH2:35][N:30]([CH2:29][C:25]2[CH:24]=[C:23]([C:3]3[C:2]([F:1])=[CH:7][CH:6]=[C:5]([CH2:8][N:9]([CH3:22])[C:10]([C:12]4[CH:13]=[C:14]([CH:15]=[CH:16][CH:17]=4)[C:18]([OH:20])=[O:19])=[O:11])[CH:4]=3)[CH:28]=[CH:27][CH:26]=2)[CH2:31][C@@H:32]1[CH3:43])=[O:37])([CH3:40])[CH3:41]. (2) Reactant: [NH:1]([C:8]([NH:10][C:11]1[CH:31]=[CH:30][C:14]([CH2:15][C@H:16]2[CH2:20][O:19]C(C)(C)[N:17]2C(OC(C)(C)C)=O)=[CH:13][CH:12]=1)=[O:9])[C:2]1[CH:7]=[CH:6][CH:5]=[CH:4][CH:3]=1.[ClH:32]. Product: [ClH:32].[NH2:17][C@H:16]([CH2:20][OH:19])[CH2:15][C:14]1[CH:13]=[CH:12][C:11]([NH:10][C:8]([NH:1][C:2]2[CH:3]=[CH:4][CH:5]=[CH:6][CH:7]=2)=[O:9])=[CH:31][CH:30]=1. The catalyst class is: 125. (3) Reactant: Cl[C:2]1[N:7]=[CH:6][C:5]([C:8]2([C:11]#[N:12])[CH2:10][CH2:9]2)=[CH:4][CH:3]=1.O1CCOCC1.Cl.[NH:20]1[CH2:23][CH2:22][CH2:21]1.CC(C)([O-])C.[Na+]. Product: [N:20]1([C:2]2[N:7]=[CH:6][C:5]([C:8]3([C:11]#[N:12])[CH2:10][CH2:9]3)=[CH:4][CH:3]=2)[CH2:23][CH2:22][CH2:21]1. The catalyst class is: 167. (4) Reactant: [NH:1]1[C:11]2[C:6](=[CH:7][CH:8]=[CH:9][CH:10]=2)[C:4](=[O:5])[C:2]1=[O:3].[H-].[Na+].[CH2:14](Br)[C:15]1[CH:20]=[CH:19][CH:18]=[CH:17][CH:16]=1.O. Product: [CH2:14]([N:1]1[C:11]2[C:6](=[CH:7][CH:8]=[CH:9][CH:10]=2)[C:4](=[O:5])[C:2]1=[O:3])[C:15]1[CH:20]=[CH:19][CH:18]=[CH:17][CH:16]=1. The catalyst class is: 3. (5) Reactant: [CH3:1][C:2]([CH3:7])([CH3:6])[C:3](=O)[CH3:4].[C:8](O)(=O)C.[CH:12]([NH2:14])=[NH:13]. Product: [C:2]([C:3]1[CH:4]=[CH:8][N:14]=[CH:12][N:13]=1)([CH3:7])([CH3:6])[CH3:1]. The catalyst class is: 51. (6) Reactant: [NH2:1][C@@H:2]1[CH2:17][N:5]2[CH2:6][CH2:7][N:8]([C:10]([O:12][C:13]([CH3:16])([CH3:15])[CH3:14])=[O:11])[CH2:9][C@@H:4]2[CH2:3]1.C(=O)([O-])[O-].[Na+].[Na+].[F:24][C:25]1[CH:33]=[CH:32][C:28]([C:29](Cl)=[O:30])=[CH:27][CH:26]=1. Product: [F:24][C:25]1[CH:33]=[CH:32][C:28]([C:29]([NH:1][C@@H:2]2[CH2:17][N:5]3[CH2:6][CH2:7][N:8]([C:10]([O:12][C:13]([CH3:14])([CH3:16])[CH3:15])=[O:11])[CH2:9][C@@H:4]3[CH2:3]2)=[O:30])=[CH:27][CH:26]=1. The catalyst class is: 4. (7) Reactant: [C:1]([O:5][C:6](=[O:33])[NH:7][C:8]1[S:9][C:10]([CH:31]=[O:32])=[CH:11][C:12]=1[S:13](=[O:30])(=[O:29])[N:14]([CH2:16][CH:17]([C:22]1[CH:27]=[CH:26][C:25]([F:28])=[CH:24][CH:23]=1)[O:18][CH2:19][O:20][CH3:21])[CH3:15])([CH3:4])([CH3:3])[CH3:2].CC(OI1(OC(C)=O)(OC(C)=O)OC(=O)[C:44]2C=CC=[CH:40][C:39]1=2)=O.C(=O)(O)[O-].[Na+].S([O-])([O-])(=O)=S.[Na+].[Na+]. Product: [C:1]([O:5][C:6](=[O:33])[NH:7][C:8]1[S:9][C:10]([C:31](=[O:32])[CH:39]([CH3:40])[CH3:44])=[CH:11][C:12]=1[S:13](=[O:30])(=[O:29])[N:14]([CH2:16][CH:17]([C:22]1[CH:23]=[CH:24][C:25]([F:28])=[CH:26][CH:27]=1)[O:18][CH2:19][O:20][CH3:21])[CH3:15])([CH3:4])([CH3:2])[CH3:3]. The catalyst class is: 4. (8) Reactant: [CH2:1]([N:8]1[CH2:14][CH:13]2[CH2:15][CH:10]([C:11](=[CH:17][N:18](C)C)[C:12]2=O)[CH2:9]1)[C:2]1[CH:7]=[CH:6][CH:5]=[CH:4][CH:3]=1.Cl.[F:22][C:23]1[CH:28]=[CH:27][C:26]([NH:29]N)=[CH:25][CH:24]=1. Product: [CH2:1]([N:8]1[CH2:14][CH:13]2[CH2:15][CH:10]([C:11]3[CH:17]=[N:18][N:29]([C:26]4[CH:27]=[CH:28][C:23]([F:22])=[CH:24][CH:25]=4)[C:12]=32)[CH2:9]1)[C:2]1[CH:3]=[CH:4][CH:5]=[CH:6][CH:7]=1. The catalyst class is: 8. (9) Reactant: [Cl:1][C:2]1[CH:3]=[C:4](CC#N)[CH:5]=[C:6]([Cl:19])[C:7]=1[CH2:8][C:9]1[CH:14]=[C:13]([CH:15]([CH3:17])[CH3:16])[C:12](=[O:18])[NH:11][N:10]=1.[C:23]([O:26]CC)(=[O:25])[CH3:24]. Product: [Cl:1][C:2]1[CH:3]=[C:4]([CH2:24][C:23]([OH:26])=[O:25])[CH:5]=[C:6]([Cl:19])[C:7]=1[CH2:8][C:9]1[CH:14]=[C:13]([CH:15]([CH3:16])[CH3:17])[C:12](=[O:18])[NH:11][N:10]=1. The catalyst class is: 33.